Dataset: Catalyst prediction with 721,799 reactions and 888 catalyst types from USPTO. Task: Predict which catalyst facilitates the given reaction. (1) Reactant: [H-].[Na+].[Si:3]([O:10][C@H:11]1[CH2:15][CH2:14][NH:13][C:12]1=[O:16])([C:6]([CH3:9])([CH3:8])[CH3:7])([CH3:5])[CH3:4].Br[CH2:18][C:19]1[CH:24]=[CH:23][C:22]([Cl:25])=[CH:21][CH:20]=1. Product: [Si:3]([O:10][C@H:11]1[CH2:15][CH2:14][N:13]([CH2:18][C:19]2[CH:24]=[CH:23][C:22]([Cl:25])=[CH:21][CH:20]=2)[C:12]1=[O:16])([C:6]([CH3:9])([CH3:8])[CH3:7])([CH3:5])[CH3:4]. The catalyst class is: 1. (2) Reactant: [CH3:1][N:2]1[C:6]([C:7]2[CH:12]=[CH:11][CH:10]=[CH:9][CH:8]=2)=[CH:5][CH:4]=[C:3]1[C:13]1[CH:14]=[C:15]2[C:20](=[CH:21][CH:22]=1)[CH:19]=[C:18]([O:23][CH2:24][C:25]#[N:26])[CH:17]=[CH:16]2.[Cl-].[NH4+].[N-:29]=[N+:30]=[N-:31].[Na+]. Product: [CH3:1][N:2]1[C:6]([C:7]2[CH:8]=[CH:9][CH:10]=[CH:11][CH:12]=2)=[CH:5][CH:4]=[C:3]1[C:13]1[CH:14]=[C:15]2[C:20](=[CH:21][CH:22]=1)[CH:19]=[C:18]([O:23][CH2:24][C:25]1[NH:31][N:30]=[N:29][N:26]=1)[CH:17]=[CH:16]2. The catalyst class is: 3. (3) Reactant: [F:1][C:2]1[CH:12]=[CH:11][CH:10]=[C:9]([F:13])[C:3]=1[C:4]([N:6]=[C:7]=[O:8])=[O:5].[CH3:14][NH:15][C:16]1[CH:28]=[CH:27][C:19]([C:20]([O:22][C:23]([CH3:26])([CH3:25])[CH3:24])=[O:21])=[CH:18][CH:17]=1.CCCCCC. Product: [C:23]([O:22][C:20]([C:19]1[CH:27]=[CH:28][C:16]([N:15]([CH3:14])[C:7]([NH:6][C:4](=[O:5])[C:3]2[C:2]([F:1])=[CH:12][CH:11]=[CH:10][C:9]=2[F:13])=[O:8])=[CH:17][CH:18]=1)=[O:21])([CH3:26])([CH3:25])[CH3:24]. The catalyst class is: 27. (4) Reactant: Cl.C(N=C=NCCCN(C)C)C.ON1C2C=CC=CC=2N=N1.C(N(CC)C(C)C)(C)C.[O:32]1[CH2:37][CH2:36][N:35]([C:38]2[CH:43]=[C:42]([C:44]3[C:57]4[S:56][C:55]5[C:50](=[CH:51][C:52]([NH:58][CH:59]6[CH2:64][CH2:63][NH:62][CH2:61][CH2:60]6)=[CH:53][CH:54]=5)[S:49][C:48]=4[CH:47]=[CH:46][CH:45]=3)[NH:41][C:40](=[O:65])[CH:39]=2)[CH2:34][CH2:33]1.[CH3:66][O:67][CH2:68][C:69](O)=[O:70].C(=O)([O-])O.[Na+]. Product: [CH3:66][O:67][CH2:68][C:69]([N:62]1[CH2:61][CH2:60][CH:59]([NH:58][C:52]2[CH:51]=[C:50]3[C:55](=[CH:54][CH:53]=2)[S:56][C:57]2[C:44]([C:42]4[NH:41][C:40](=[O:65])[CH:39]=[C:38]([N:35]5[CH2:34][CH2:33][O:32][CH2:37][CH2:36]5)[CH:43]=4)=[CH:45][CH:46]=[CH:47][C:48]=2[S:49]3)[CH2:64][CH2:63]1)=[O:70]. The catalyst class is: 9. (5) Reactant: C([O:3][P:4]([CH2:9][CH2:10][O:11][CH2:12][CH2:13][O:14][CH2:15][CH2:16][O:17][CH2:18][CH2:19][NH:20][C:21](=[O:67])[C@@H:22]([NH:56]C(OCC1C=CC=CC=1)=O)[CH2:23][S:24][CH2:25][C@H:26]([O:42][C:43](=[O:55])[NH:44][CH2:45][CH2:46][CH2:47][CH2:48][CH2:49][CH2:50][CH2:51][CH2:52][CH2:53][CH3:54])[CH2:27][O:28][C:29](=[O:41])[NH:30][CH2:31][CH2:32][CH2:33][CH2:34][CH2:35][CH2:36][CH2:37][CH2:38][CH2:39][CH3:40])(=[O:8])[O:5]CC)C.C[Si](Br)(C)C. Product: [NH2:56][C@@H:22]([CH2:23][S:24][CH2:25][C@H:26]([O:42][C:43](=[O:55])[NH:44][CH2:45][CH2:46][CH2:47][CH2:48][CH2:49][CH2:50][CH2:51][CH2:52][CH2:53][CH3:54])[CH2:27][O:28][C:29](=[O:41])[NH:30][CH2:31][CH2:32][CH2:33][CH2:34][CH2:35][CH2:36][CH2:37][CH2:38][CH2:39][CH3:40])[C:21](=[O:67])[NH:20][CH2:19][CH2:18][O:17][CH2:16][CH2:15][O:14][CH2:13][CH2:12][O:11][CH2:10][CH2:9][P:4](=[O:3])([OH:5])[OH:8]. The catalyst class is: 2. (6) Reactant: [Cl:1][C:2]1[CH:20]=[CH:19][CH:18]=[CH:17][C:3]=1[CH2:4][N:5]1[C:13]2[C:8](=[CH:9][C:10]([Br:14])=[CH:11][CH:12]=2)[C:7](=[O:15])[C:6]1=[O:16].[N+:21]([CH3:24])([O-:23])=[O:22]. Product: [Br:14][C:10]1[CH:9]=[C:8]2[C:13](=[CH:12][CH:11]=1)[N:5]([CH2:4][C:3]1[CH:17]=[CH:18][CH:19]=[CH:20][C:2]=1[Cl:1])[C:6](=[O:16])[C:7]2([OH:15])[CH2:24][N+:21]([O-:23])=[O:22]. The catalyst class is: 6.